This data is from Catalyst prediction with 721,799 reactions and 888 catalyst types from USPTO. The task is: Predict which catalyst facilitates the given reaction. (1) Reactant: [C:1]([NH:4][C@@H:5]([CH3:30])[CH2:6][O:7][C:8]1[N:13]=[CH:12][C:11]([NH:14][C:15](=[O:28])[C:16]2[CH:21]=[C:20]([F:22])[C:19]([O:23][CH2:24][CH:25]3[CH2:27][CH2:26]3)=[N:18][CH:17]=2)=[C:10](Cl)[CH:9]=1)(=[O:3])[CH3:2].C(=O)([O-])[O-].[K+].[K+].O. Product: [CH:25]1([CH2:24][O:23][C:19]2[N:18]=[CH:17][C:16]([C:15]3[O:28][C:10]4[CH:9]=[C:8]([O:7][CH2:6][C@@H:5]([NH:4][C:1](=[O:3])[CH3:2])[CH3:30])[N:13]=[CH:12][C:11]=4[N:14]=3)=[CH:21][C:20]=2[F:22])[CH2:27][CH2:26]1. The catalyst class is: 122. (2) Reactant: Br[C:2]1[N:7]=[C:6]([C:8]([OH:10])=[O:9])[CH:5]=[CH:4][C:3]=1[F:11].[F:12][C:13]1[CH:18]=[CH:17][C:16]([C:19](=[O:24])[NH:20][CH:21]([CH3:23])[CH3:22])=[CH:15][C:14]=1B(O)O. Product: [F:11][C:3]1[CH:4]=[CH:5][C:6]([C:8]([OH:10])=[O:9])=[N:7][C:2]=1[C:14]1[CH:15]=[C:16]([C:19](=[O:24])[NH:20][CH:21]([CH3:22])[CH3:23])[CH:17]=[CH:18][C:13]=1[F:12]. The catalyst class is: 462. (3) Reactant: [CH:1]1([C:7]2[CH:13]=[CH:12][C:10]([NH2:11])=[CH:9][CH:8]=2)[CH2:6][CH2:5][CH2:4][CH2:3][CH2:2]1.[OH:14][C:15]1[C:23]2[N:22]=NN[C:19]=2[CH:18]=[CH:17][CH:16]=1.CCN=C=NCCCN(C)C.CN1CC[O:39]CC1. Product: [CH:1]1([C:7]2[CH:8]=[CH:9][C:10]([NH:11][C:19]([C:23]3[C:15]([OH:14])=[CH:16][CH:17]=[CH:18][N:22]=3)=[O:39])=[CH:12][CH:13]=2)[CH2:2][CH2:3][CH2:4][CH2:5][CH2:6]1. The catalyst class is: 18. (4) Reactant: [F:1][C:2]([F:50])([F:49])[C:3]1[CH:4]=[C:5]([C@H:13]2[O:17][C:16](=[O:18])[N:15]([CH2:19][C:20]3[CH:25]=[C:24]([C:26]([F:29])([F:28])[F:27])[CH:23]=[CH:22][C:21]=3[C:30]3[N:31]=[C:32]([C:37]4[CH:46]=[CH:45][C:40]([C:41]([O:43]C)=[O:42])=[CH:39][C:38]=4[CH3:47])[S:33][C:34]=3[CH2:35][CH3:36])[C@H:14]2[CH3:48])[CH:6]=[C:7]([C:9]([F:12])([F:11])[F:10])[CH:8]=1.[Li+].[OH-].Cl. Product: [F:50][C:2]([F:1])([F:49])[C:3]1[CH:4]=[C:5]([C@H:13]2[O:17][C:16](=[O:18])[N:15]([CH2:19][C:20]3[CH:25]=[C:24]([C:26]([F:29])([F:27])[F:28])[CH:23]=[CH:22][C:21]=3[C:30]3[N:31]=[C:32]([C:37]4[CH:46]=[CH:45][C:40]([C:41]([OH:43])=[O:42])=[CH:39][C:38]=4[CH3:47])[S:33][C:34]=3[CH2:35][CH3:36])[C@H:14]2[CH3:48])[CH:6]=[C:7]([C:9]([F:12])([F:11])[F:10])[CH:8]=1. The catalyst class is: 38. (5) Reactant: [CH3:1][O:2][C:3]1[CH:4]=[C:5]([CH:10]=[CH:11]C(O)=O)[CH:6]=[CH:7][C:8]=1[CH3:9].S(Cl)(Cl)=O.[N-:19]=[N+]=[N-].[Na+].O.[O:24]1[CH2:29]COCC1. Product: [CH3:1][O:2][C:3]1[CH:4]=[C:5]([CH:10]=[CH:11][N:19]=[C:29]=[O:24])[CH:6]=[CH:7][C:8]=1[CH3:9]. The catalyst class is: 48. (6) The catalyst class is: 3. Product: [C:39]([O:38][C@@H:32]([C:23]1[C:22]([CH3:43])=[CH:21][C:19]2[N:20]=[C:16]([C:14]3[CH:13]=[CH:12][N:11]=[C:10]([C:6]4[CH:5]=[C:4]5[C:9](=[CH:8][CH:7]=4)[N:1]([CH:51]([F:57])[F:56])[N:2]=[CH:3]5)[CH:15]=3)[S:17][C:18]=2[C:24]=1[C:25]1[CH:26]=[CH:27][C:28]([Cl:31])=[CH:29][CH:30]=1)[C:33]([O:35][CH2:36][CH3:37])=[O:34])([CH3:42])([CH3:41])[CH3:40]. Reactant: [NH:1]1[C:9]2[C:4](=[CH:5][C:6]([C:10]3[CH:15]=[C:14]([C:16]4[S:17][C:18]5[C:24]([C:25]6[CH:30]=[CH:29][C:28]([Cl:31])=[CH:27][CH:26]=6)=[C:23]([C@H:32]([O:38][C:39]([CH3:42])([CH3:41])[CH3:40])[C:33]([O:35][CH2:36][CH3:37])=[O:34])[C:22]([CH3:43])=[CH:21][C:19]=5[N:20]=4)[CH:13]=[CH:12][N:11]=3)=[CH:7][CH:8]=2)[CH:3]=[N:2]1.C([O-])([O-])=O.[Cs+].[Cs+].Cl[C:51]([F:57])([F:56])C(OC)=O. (7) Reactant: C[Si]([N:5]=[N+:6]=[N-:7])(C)C.C([Sn](=O)CCCC)CCC.[CH2:18]([C:22]1[N:23]=[C:24]([CH3:52])[N:25]([C:44]2[N:49]=[CH:48][C:47]([O:50][CH3:51])=[CH:46][N:45]=2)[C:26](=[O:43])[C:27]=1[CH2:28][C:29]1[CH:30]=[CH:31][C:32]([C:35]2[CH:42]=[CH:41][CH:40]=[CH:39][C:36]=2[C:37]#[N:38])=[N:33][CH:34]=1)[CH2:19][CH2:20][CH3:21]. Product: [NH:5]1[C:37]([C:36]2[CH:39]=[CH:40][CH:41]=[CH:42][C:35]=2[C:32]2[N:33]=[CH:34][C:29]([CH2:28][C:27]3[C:26](=[O:43])[N:25]([C:44]4[N:45]=[CH:46][C:47]([O:50][CH3:51])=[CH:48][N:49]=4)[C:24]([CH3:52])=[N:23][C:22]=3[CH2:18][CH2:19][CH2:20][CH3:21])=[CH:30][CH:31]=2)=[N:38][N:7]=[N:6]1. The catalyst class is: 11. (8) Reactant: [CH2:1]([O:8][C:9]1[N:14]=[CH:13][C:12]([CH2:15]O)=[CH:11][CH:10]=1)[C:2]1[CH:7]=[CH:6][CH:5]=[CH:4][CH:3]=1.S(Cl)([Cl:19])=O.C(=O)(O)[O-].[Na+]. Product: [CH2:1]([O:8][C:9]1[CH:10]=[CH:11][C:12]([CH2:15][Cl:19])=[CH:13][N:14]=1)[C:2]1[CH:7]=[CH:6][CH:5]=[CH:4][CH:3]=1. The catalyst class is: 4. (9) Reactant: [CH:1]1[CH:2]=[CH:3][C:4](/[CH:7]=[CH:8]/[CH2:9][OH:10])=[CH:5][CH:6]=1.[OH-:11].[K+:12]. Product: [C:9]([O-:11])(=[O:10])[CH:8]=[CH:7][C:4]1[CH:5]=[CH:6][CH:1]=[CH:2][CH:3]=1.[K+:12]. The catalyst class is: 11.